From a dataset of Reaction yield outcomes from USPTO patents with 853,638 reactions. Predict the reaction yield, written as a fraction of the theoretical maximum amount of product (1.0 means a 100% yield; for example, 0.34 means a 34% yield). (1) The reactants are [CH2:1]([C:3]1[N:7]([C:8]2[N:16]=[C:15]3[C:11]([N:12]=[C:13]([CH:18]=O)[N:14]3[CH3:17])=[C:10]([N:20]3[CH2:25][CH2:24][O:23][CH2:22][CH2:21]3)[N:9]=2)[C:6]2[CH:26]=[CH:27][CH:28]=[CH:29][C:5]=2[N:4]=1)[CH3:2].[NH:30]1[CH2:33][CH:32]([C:34]([N:36]2[CH2:40][CH2:39][CH2:38][CH2:37]2)=[O:35])[CH2:31]1.C(O[BH-](OC(=O)C)OC(=O)C)(=O)C.[Na+]. The catalyst is ClCCCl. The product is [CH2:1]([C:3]1[N:7]([C:8]2[N:16]=[C:15]3[C:11]([N:12]=[C:13]([CH2:18][N:30]4[CH2:31][CH:32]([C:34]([N:36]5[CH2:37][CH2:38][CH2:39][CH2:40]5)=[O:35])[CH2:33]4)[N:14]3[CH3:17])=[C:10]([N:20]3[CH2:25][CH2:24][O:23][CH2:22][CH2:21]3)[N:9]=2)[C:6]2[CH:26]=[CH:27][CH:28]=[CH:29][C:5]=2[N:4]=1)[CH3:2]. The yield is 0.480. (2) The reactants are [F:1][C:2]1[CH:7]=[C:6]([F:8])[C:5]([C:9]2[CH:10]=[N:11][CH:12]=[N:13][CH:14]=2)=[CH:4][C:3]=1[C@@:15]([NH:27][C:28]([NH:30]C(=O)C1C=CC=CC=1)=[S:29])([CH2:17][C@H:18]([C:20]1[O:24][C:23]([CH3:25])=[N:22][C:21]=1[CH3:26])O)[CH3:16].Cl. The catalyst is O1CCOCC1. The product is [F:1][C:2]1[CH:7]=[C:6]([F:8])[C:5]([C:9]2[CH:10]=[N:11][CH:12]=[N:13][CH:14]=2)=[CH:4][C:3]=1[C@:15]1([CH3:16])[CH2:17][C@@H:18]([C:20]2[O:24][C:23]([CH3:25])=[N:22][C:21]=2[CH3:26])[S:29][C:28]([NH2:30])=[N:27]1. The yield is 0.181. (3) The yield is 0.750. No catalyst specified. The product is [CH2:13]([N:8]1[CH2:9][CH2:10][C:11](=[O:12])[CH:6]([CH3:4])[CH2:7]1)[C:14]1[CH:15]=[CH:16][CH:17]=[CH:18][CH:19]=1. The reactants are C(O[C:4]([C:6]1(C)[C:11](=[O:12])[CH2:10][CH2:9][N:8]([CH2:13][C:14]2[CH:19]=[CH:18][CH:17]=[CH:16][CH:15]=2)[CH2:7]1)=O)C.Cl. (4) The product is [CH3:24][S:25]([O:1][CH2:2][C@H:3]1[O:7][C:6](=[O:8])[N:5]([NH:9][C:10]([O:11][C:12]([CH3:13])([CH3:15])[CH3:14])=[O:16])[CH2:4]1)(=[O:27])=[O:26]. The catalyst is C(Cl)Cl. The reactants are [OH:1][CH2:2][C@@H:3]1[O:7][C:6](=[O:8])[N:5]([NH:9][C:10](=[O:16])[O:11][C:12]([CH3:15])([CH3:14])[CH3:13])[CH2:4]1.C(N(CC)CC)C.[CH3:24][S:25](Cl)(=[O:27])=[O:26]. The yield is 0.450. (5) The reactants are [C:1]([O:5][C:6](=[O:20])[C@H:7]([CH2:12][C:13]([O:15][C:16]([CH3:19])([CH3:18])[CH3:17])=[O:14])[NH:8][CH2:9][CH:10]=[CH2:11])([CH3:4])([CH3:3])[CH3:2].O.[ClH:22]. The catalyst is C(#N)C. The product is [ClH:22].[C:1]([O:5][C:6](=[O:20])[C@H:7]([CH2:12][C:13]([O:15][C:16]([CH3:19])([CH3:18])[CH3:17])=[O:14])[NH:8][CH2:9][CH:10]=[CH2:11])([CH3:4])([CH3:2])[CH3:3]. The yield is 0.470. (6) The reactants are [Br:1][C:2]1[CH:7]=[CH:6][C:5]([CH:8]2[C:12]3[C:13]([CH3:19])=[CH:14][C:15]([CH3:18])=[C:16]([CH3:17])[C:11]=3[O:10][C:9]2=[O:20])=[CH:4][CH:3]=1. The catalyst is C(OCC)(=O)C.CCCCCC. The product is [OH:20][CH2:9][CH:8]([C:12]1[C:13]([CH3:19])=[CH:14][C:15]([CH3:18])=[C:16]([CH3:17])[C:11]=1[OH:10])[C:5]1[CH:6]=[CH:7][C:2]([Br:1])=[CH:3][CH:4]=1. The yield is 0.930. (7) The reactants are [Cl-].O[NH3+:3].[C:4](=[O:7])([O-])[OH:5].[Na+].CS(C)=O.[F:13][C:14]1[CH:15]=[C:16]([C:41]2[C:42]([C:47]#[N:48])=[CH:43][CH:44]=[CH:45][CH:46]=2)[CH:17]=[CH:18][C:19]=1[CH2:20][C:21]1[C:22](=[O:40])[N:23]([CH:34]2[CH2:39][CH2:38][S:37][CH2:36][CH2:35]2)[C:24]2[N:25]([N:30]=[C:31]([CH3:33])[N:32]=2)[C:26]=1[CH2:27][CH2:28][CH3:29]. The catalyst is C(OCC)(=O)C. The product is [F:13][C:14]1[CH:15]=[C:16]([C:41]2[CH:46]=[CH:45][CH:44]=[CH:43][C:42]=2[C:47]2[NH:3][C:4](=[O:7])[O:5][N:48]=2)[CH:17]=[CH:18][C:19]=1[CH2:20][C:21]1[C:22](=[O:40])[N:23]([CH:34]2[CH2:35][CH2:36][S:37][CH2:38][CH2:39]2)[C:24]2[N:25]([N:30]=[C:31]([CH3:33])[N:32]=2)[C:26]=1[CH2:27][CH2:28][CH3:29]. The yield is 0.680. (8) The reactants are [Br:1][C:2]1[CH:3]=[C:4]2[C:9](=[CH:10][CH:11]=1)[NH:8][C:7](=O)[CH2:6][CH2:5]2.[Cl:13]C1C(=O)C(C#N)=C(C#N)C(=O)C=1Cl. The catalyst is C1(C)C=CC=CC=1. The product is [Br:1][C:2]1[CH:3]=[C:4]2[C:9](=[CH:10][CH:11]=1)[N:8]=[C:7]([Cl:13])[CH:6]=[CH:5]2. The yield is 0.910. (9) The reactants are [H-].[Na+].[F:3][C:4]([F:18])([F:17])[O:5][C:6]1[CH:7]=[C:8]2[C:12](=[CH:13][CH:14]=1)[NH:11][C:10](=[O:15])[C:9]2=[O:16].[CH3:19][O:20][C:21](=[O:28])[CH:22](Br)[CH2:23][CH:24]([CH3:26])[CH3:25]. The catalyst is CN(C)C=O.O. The product is [CH3:19][O:20][C:21](=[O:28])[CH:22]([N:11]1[C:12]2[C:8](=[CH:7][C:6]([O:5][C:4]([F:3])([F:17])[F:18])=[CH:14][CH:13]=2)[C:9](=[O:16])[C:10]1=[O:15])[CH2:23][CH:24]([CH3:26])[CH3:25]. The yield is 0.640.